The task is: Predict the reactants needed to synthesize the given product.. This data is from Full USPTO retrosynthesis dataset with 1.9M reactions from patents (1976-2016). (1) The reactants are: [NH2:1][C:2]1[CH:3]=[C:4]([N:11]2[CH2:16][CH2:15][N:14]([C:17]([C:19]3[CH:24]=[CH:23][CH:22]=[CH:21][CH:20]=3)=[O:18])[CH2:13][CH2:12]2)[CH:5]=[CH:6][C:7]=1[N+:8]([O-])=O.C(O)(=O)C. Given the product [NH2:1][C:2]1[CH:3]=[C:4]([N:11]2[CH2:12][CH2:13][N:14]([C:17]([C:19]3[CH:20]=[CH:21][CH:22]=[CH:23][CH:24]=3)=[O:18])[CH2:15][CH2:16]2)[CH:5]=[CH:6][C:7]=1[NH2:8], predict the reactants needed to synthesize it. (2) The reactants are: [Br:1][C:2]1[C:10]2[C:9]([C:11]3[CH:16]=[CH:15][CH:14]=[C:13]([N+:17]([O-])=O)[CH:12]=3)=[N:8][CH:7]=[N:6][C:5]=2[NH:4][CH:3]=1. Given the product [Br:1][C:2]1[C:10]2[C:9]([C:11]3[CH:12]=[C:13]([CH:14]=[CH:15][CH:16]=3)[NH2:17])=[N:8][CH:7]=[N:6][C:5]=2[NH:4][CH:3]=1, predict the reactants needed to synthesize it. (3) Given the product [F:1][C:2]1[CH:12]=[CH:11][C:5]([C:6]([O:8][CH2:9][CH3:10])=[O:7])=[CH:4][C:3]=1[O:13][C:21]1[CH:20]=[CH:19][N:18]=[C:17]([Cl:16])[CH:22]=1, predict the reactants needed to synthesize it. The reactants are: [F:1][C:2]1[CH:12]=[CH:11][C:5]([C:6]([O:8][CH2:9][CH3:10])=[O:7])=[CH:4][C:3]=1[OH:13].[H-].[Na+].[Cl:16][C:17]1[CH:22]=[C:21]([N+]([O-])=O)[CH:20]=[CH:19][N:18]=1. (4) Given the product [CH3:60][O:59][C:48]1[CH:49]=[CH:50][C:51]([C:53]2[CH:58]=[CH:57][N:56]=[CH:55][CH:54]=2)=[CH:52][C:47]=1[CH2:46][N:45]([C:42]1([NH2:7])[CH2:41][CH2:40][CH:39]([CH3:38])[CH2:44][CH2:43]1)[C:61]([C:63]1[S:64][C:65]2[C:72]([F:73])=[CH:71][CH:70]=[C:69]([F:74])[C:66]=2[C:67]=1[Cl:68])=[O:62], predict the reactants needed to synthesize it. The reactants are: C(OC(=O)[NH:7]C1CCC(NCC2C=C(C3C=NC=CC=3)C=CC=2OC)CC1)(C)(C)C.C(OC(=O)N[CH2:38][CH:39]1[CH2:44][CH2:43][CH:42]([N:45]([C:61]([C:63]2[S:64][C:65]3[C:72]([F:73])=[CH:71][CH:70]=[C:69]([F:74])[C:66]=3[C:67]=2[Cl:68])=[O:62])[CH2:46][C:47]2[CH:52]=[C:51]([C:53]3[CH:58]=[CH:57][N:56]=[CH:55][CH:54]=3)[CH:50]=[CH:49][C:48]=2[O:59][CH3:60])[CH2:41][CH2:40]1)(C)(C)C. (5) Given the product [Cl:1][C:2]1[CH:7]=[C:6]([Cl:8])[CH:5]=[CH:4][C:3]=1[C:9]1[C:14]2=[N:15][N:16]([CH3:24])[CH:17]=[C:13]2[CH:12]=[CH:11][N:10]=1, predict the reactants needed to synthesize it. The reactants are: [Cl:1][C:2]1[CH:7]=[C:6]([Cl:8])[CH:5]=[CH:4][C:3]=1[C:9]1[N:10]=[CH:11][CH:12]=[C:13]2[CH:17]=[N:16][NH:15][C:14]=12.[H-].[Na+].S(OC)(O[CH3:24])(=O)=O.